This data is from Reaction yield outcomes from USPTO patents with 853,638 reactions. The task is: Predict the reaction yield, written as a fraction of the theoretical maximum amount of product (1.0 means a 100% yield; for example, 0.34 means a 34% yield). (1) The reactants are Cl[C:2]1[C:11]2[C:6](=[CH:7][C:8]([O:14][CH3:15])=[C:9]([O:12][CH3:13])[CH:10]=2)[N:5]=[CH:4][CH:3]=1.[CH3:16][C:17]1[CH:22]=[C:21]([OH:23])[C:20]([C:24]([CH3:26])=[O:25])=[CH:19][C:18]=1[Cl:27].O. The catalyst is CN(C)C1C=CN=CC=1.ClC1C=CC=CC=1Cl. The product is [Cl:27][C:18]1[C:17]([CH3:16])=[CH:22][C:21]([O:23][C:2]2[C:11]3[C:6](=[CH:7][C:8]([O:14][CH3:15])=[C:9]([O:12][CH3:13])[CH:10]=3)[N:5]=[CH:4][CH:3]=2)=[C:20]([C:24](=[O:25])[CH3:26])[CH:19]=1. The yield is 0.450. (2) The reactants are Br[C:2]1[CH:16]=[N:15][C:5]2[NH:6][C:7]3[CH:12]=[CH:11][C:10]([C:13]#[N:14])=[N:9][C:8]=3[C:4]=2[CH:3]=1.[CH3:17][N:18]1[CH2:23][CH2:22][N:21]([C:24]2[CH:29]=[CH:28][C:27](B(O)O)=[CH:26][CH:25]=2)[CH2:20][CH2:19]1. The catalyst is C(=O)([O-])[O-].[Na+].[Na+].C(#N)C.[Pd](Cl)Cl.C1(P(C2C=CC=CC=2)C2C=CC=CC=2)C=CC=CC=1.C1(P(C2C=CC=CC=2)C2C=CC=CC=2)C=CC=CC=1. The product is [CH3:17][N:18]1[CH2:23][CH2:22][N:21]([C:24]2[CH:25]=[CH:26][C:27]([C:2]3[CH:16]=[N:15][C:5]4[NH:6][C:7]5[CH:12]=[CH:11][C:10]([C:13]#[N:14])=[N:9][C:8]=5[C:4]=4[CH:3]=3)=[CH:28][CH:29]=2)[CH2:20][CH2:19]1. The yield is 0.520. (3) The reactants are [OH:1][C:2]([CH3:41])([CH3:40])[CH2:3][O:4][C@H:5]1[CH2:10][CH2:9][C@H:8]([N:11]2[C:16](=[O:17])[C:15]([CH2:18][C:19]3[CH:24]=[CH:23][C:22]([C:25]4[C:26]([C:31]#[N:32])=[CH:27][CH:28]=[CH:29][CH:30]=4)=[CH:21][CH:20]=3)=[C:14]([CH2:33][CH2:34][CH3:35])[N:13]3[N:36]=[C:37](C)[N:38]=[C:12]23)[CH2:7][CH2:6]1.C([Sn](=O)CCCC)CCC.[N:52]([Si](C)(C)C)=[N+:53]=[N-:54].C1(C)C=CC=CC=1. The catalyst is C(OCC)(=O)C. The product is [OH:1][C:2]([CH3:41])([CH3:40])[CH2:3][O:4][C@H:5]1[CH2:6][CH2:7][C@H:8]([N:11]2[C:16](=[O:17])[C:15]([CH2:18][C:19]3[CH:24]=[CH:23][C:22]([C:25]4[CH:30]=[CH:29][CH:28]=[CH:27][C:26]=4[C:31]4[NH:54][N:53]=[N:52][N:32]=4)=[CH:21][CH:20]=3)=[C:14]([CH2:33][CH2:34][CH3:35])[N:13]3[N:36]=[CH:37][N:38]=[C:12]23)[CH2:9][CH2:10]1. The yield is 0.150. (4) The reactants are [Br:1][C:2]1[CH:3]=[CH:4][C:5]([CH2:8][OH:9])=[N:6][CH:7]=1.ClC1C=CC=C(C(OO)=[O:18])C=1. The catalyst is ClCCl. The product is [Br:1][C:2]1[CH:3]=[CH:4][C:5]([CH2:8][OH:9])=[N+:6]([O-:18])[CH:7]=1. The yield is 0.560.